From a dataset of Full USPTO retrosynthesis dataset with 1.9M reactions from patents (1976-2016). Predict the reactants needed to synthesize the given product. (1) Given the product [C:7]([C:6]1[S:5][C:4]([C:9]2[C:17]3[C:12](=[CH:13][C:14]([NH:18][S:19]([CH3:22])(=[O:21])=[O:20])=[CH:15][CH:16]=3)[N:11]([CH:23]([CH3:25])[CH3:24])[CH:10]=2)=[CH:3][C:2]=1[F:26])#[N:8], predict the reactants needed to synthesize it. The reactants are: Cl[C:2]1[CH:3]=[C:4]([C:9]2[C:17]3[C:12](=[CH:13][C:14]([NH:18][S:19]([CH3:22])(=[O:21])=[O:20])=[CH:15][CH:16]=3)[N:11]([CH:23]([CH3:25])[CH3:24])[CH:10]=2)[S:5][C:6]=1[C:7]#[N:8].[F-:26].[Cs+]. (2) The reactants are: CC(C)([O-])C.[K+].Br[C:8]1[CH:9]=[CH:10][C:11]2[O:15][C:14](=[O:16])[NH:13][C:12]=2[CH:17]=1.[CH3:18][C@H:19]1[O:24][CH2:23][C@@H:22]([C:25]2[CH:30]=[CH:29][CH:28]=[CH:27][CH:26]=2)[NH:21][CH2:20]1.C(P(C(C)(C)C)C1N(C2C(C3C=CC=CC=3)=NN(C3C=CC=CC=3)C=2C2C=CC=CC=2)N=CC=1)(C)(C)C. Given the product [CH3:18][C@@H:19]1[CH2:20][N:21]([C:8]2[CH:9]=[CH:10][C:11]3[O:15][C:14](=[O:16])[NH:13][C:12]=3[CH:17]=2)[C@H:22]([C:25]2[CH:26]=[CH:27][CH:28]=[CH:29][CH:30]=2)[CH2:23][O:24]1, predict the reactants needed to synthesize it. (3) Given the product [Cl:1][C:2]1[N:7]=[CH:6][C:5]([C:8]2[S:9][C:10]([C:14]([N:19]3[CH2:24][CH2:23][O:22][CH2:21][CH2:20]3)=[O:16])=[C:11]([CH3:13])[N:12]=2)=[CH:4][CH:3]=1, predict the reactants needed to synthesize it. The reactants are: [Cl:1][C:2]1[N:7]=[CH:6][C:5]([C:8]2[S:9][C:10]([C:14]([O:16]CC)=O)=[C:11]([CH3:13])[N:12]=2)=[CH:4][CH:3]=1.[NH:19]1[CH2:24][CH2:23][O:22][CH2:21][CH2:20]1.C(N(CC)CC)C.Cl.CN(C)CCCN=C=NCC.ON1C2C=CC=CC=2N=N1. (4) Given the product [CH3:16][C@@H:13]([CH2:14][CH3:15])[C@H:5]([N:4]1[CH2:3][CH2:2][NH:1][C:23]1=[O:26])[C:6]([O:8][C:9]([CH3:10])([CH3:11])[CH3:12])=[O:7], predict the reactants needed to synthesize it. The reactants are: [NH2:1][CH2:2][CH2:3][NH:4][C@@H:5]([C@@H:13]([CH3:16])[CH2:14][CH3:15])[C:6]([O:8][C:9]([CH3:12])([CH3:11])[CH3:10])=[O:7].[N+](C1C=C[C:23]([O:26]C(=O)OC2C=CC([N+]([O-])=O)=CC=2)=CC=1)([O-])=O.